Dataset: Forward reaction prediction with 1.9M reactions from USPTO patents (1976-2016). Task: Predict the product of the given reaction. (1) Given the reactants [Cl:1][C:2]1[C:7]([Cl:8])=[C:6]([S:9](=[O:18])(=[O:17])[NH:10][C@@H:11]([CH3:16])[C:12]([F:15])([F:14])[F:13])[CH:5]=[CH:4][C:3]=1[C:19]1[S:23][C:22]([C:24]2[CH:28]=[C:27]([C:29]([OH:32])([CH3:31])[CH3:30])[O:26][N:25]=2)=[N:21][C:20]=1[C:33]([OH:35])=O.CN(C(ON1N=NC2C=CC=NC1=2)=[N+](C)C)C.F[P-](F)(F)(F)(F)F.[F:60][C:61]1([F:67])[CH2:66][CH2:65][NH:64][CH2:63][CH2:62]1, predict the reaction product. The product is: [Cl:8][C:7]1[C:2]([Cl:1])=[C:3]([C:19]2[S:23][C:22]([C:24]3[CH:28]=[C:27]([C:29]([OH:32])([CH3:30])[CH3:31])[O:26][N:25]=3)=[N:21][C:20]=2[C:33]([N:64]2[CH2:65][CH2:66][C:61]([F:67])([F:60])[CH2:62][CH2:63]2)=[O:35])[CH:4]=[CH:5][C:6]=1[S:9]([NH:10][C@@H:11]([CH3:16])[C:12]([F:13])([F:14])[F:15])(=[O:17])=[O:18]. (2) The product is: [NH2:1][C@H:2]([C:8]([OH:10])=[O:9])[CH2:3][CH2:4][C:5]([NH:6][CH2:12][CH3:13])=[O:7]. Given the reactants [NH2:1][C@H:2]([C:8]([OH:10])=[O:9])[CH2:3][CH2:4][C:5](=[O:7])[NH2:6].Cl.[CH2:12](N)[CH3:13].C(O)C, predict the reaction product. (3) Given the reactants [Cl:1][C:2]1[C:7]([C:8](Cl)=[O:9])=[CH:6][N:5]=[C:4]([Cl:11])[CH:3]=1.Cl.[CH3:13][CH:14]1[CH2:18][CH2:17][CH:16]([CH3:19])[NH:15]1.C(N(CC)CC)C, predict the reaction product. The product is: [Cl:1][C:2]1[CH:3]=[C:4]([Cl:11])[N:5]=[CH:6][C:7]=1[C:8]([N:15]1[CH:16]([CH3:19])[CH2:17][CH2:18][CH:14]1[CH3:13])=[O:9]. (4) The product is: [Br:21][C:18]1[CH:19]=[CH:20][C:15]([C:13](=[O:14])[CH2:12][CH2:30][C:29]([C:26]2[CH:27]=[CH:28][C:23]([Br:22])=[CH:24][CH:25]=2)=[O:31])=[CH:16][CH:17]=1. Given the reactants C(NCC)C.CC(O)(C)C.Br[CH2:12][C:13]([C:15]1[CH:20]=[CH:19][C:18]([Br:21])=[CH:17][CH:16]=1)=[O:14].[Br:22][C:23]1[CH:28]=[CH:27][C:26]([C:29](=[O:31])[CH3:30])=[CH:25][CH:24]=1, predict the reaction product. (5) Given the reactants [CH3:1][O:2][C:3]([C@@:5]1([C:18]2[CH:23]=[CH:22][CH:21]=[C:20]([F:24])[C:19]=2[CH3:25])[CH2:9][CH2:8][C:7](OS(C(F)(F)F)(=O)=O)=[CH:6]1)=[O:4].[CH3:26][C:27]1[C:31]2[CH:32]=[C:33](B3OC(C)(C)C(C)(C)O3)[CH:34]=[CH:35][C:30]=2[O:29][N:28]=1, predict the reaction product. The product is: [F:24][C:20]1[C:19]([CH3:25])=[C:18]([C@:5]2([C:3]([O:2][CH3:1])=[O:4])[CH2:9][CH2:8][C:7]([C:33]3[CH:34]=[CH:35][C:30]4[O:29][N:28]=[C:27]([CH3:26])[C:31]=4[CH:32]=3)=[CH:6]2)[CH:23]=[CH:22][CH:21]=1.